Dataset: Full USPTO retrosynthesis dataset with 1.9M reactions from patents (1976-2016). Task: Predict the reactants needed to synthesize the given product. (1) Given the product [Cl:1][C:2]1[N:7]=[C:6]([Cl:8])[C:5]([CH2:9][NH:23][C:22]2[CH:24]=[CH:25][C:19]([CH2:17][CH3:18])=[CH:20][CH:21]=2)=[CH:4][N:3]=1, predict the reactants needed to synthesize it. The reactants are: [Cl:1][C:2]1[N:7]=[C:6]([Cl:8])[C:5]([CH2:9]I)=[CH:4][N:3]=1.C(=O)([O-])[O-].[K+].[K+].[CH2:17]([C:19]1[CH:25]=[CH:24][C:22]([NH2:23])=[CH:21][CH:20]=1)[CH3:18]. (2) The reactants are: [Na].[CH3:2][N:3]1[C:11]2[N:10]=[CH:9][N:8]([CH2:12]C3C=CC=CC=3)[C:7]=2[C:6](=[O:19])[NH:5][C:4]1=[O:20].[CH2:21]([CH:23]1[O:25][CH2:24]1)Cl. Given the product [O:25]1[CH2:24][CH:23]1[CH2:21][N:5]1[C:6](=[O:19])[C:7]2[N:8]([CH3:12])[CH:9]=[N:10][C:11]=2[N:3]([CH3:2])[C:4]1=[O:20], predict the reactants needed to synthesize it. (3) Given the product [NH2:42][C:43]1[S:44][CH2:45][CH2:46][C@:47]2([N:64]=1)[C:48]1[CH:49]=[C:50]([NH:63][C:9]([C:6]3[CH:5]=[N:4][C:3]([O:2][CH3:1])=[CH:8][N:7]=3)=[O:11])[CH:51]=[CH:52][C:53]=1[O:54][C:55]1[C:60]2=[CH:59][C:58]([C:15]2[CH2:14][CH2:13][O:25][CH2:17][CH:16]=2)=[CH:57][C:56]=1[F:62], predict the reactants needed to synthesize it. The reactants are: [CH3:1][O:2][C:3]1[N:4]=[CH:5][C:6]([C:9]([OH:11])=O)=[N:7][CH:8]=1.N1[CH:17]=[CH:16][CH:15]=[CH:14][CH:13]=1.CN(C([O:25]N1N=NC2C=CC=NC1=2)=[N+](C)C)C.F[P-](F)(F)(F)(F)F.[NH2:42][C:43]1[S:44][CH2:45][CH2:46][C@@:47]2([N:64]=1)[C:60]1[CH:59]=[C:58](O)[CH:57]=[C:56]([F:62])[C:55]=1[O:54][C:53]1[C:48]2=[CH:49][C:50]([NH2:63])=[CH:51][CH:52]=1. (4) Given the product [ClH:16].[CH3:14][C@@H:12]1[CH2:13][NH:8][CH2:9][C@@H:10]([OH:15])[CH2:11]1, predict the reactants needed to synthesize it. The reactants are: C([N:8]1[CH2:13][C@@H:12]([CH3:14])[CH2:11][C:10](=[O:15])[CH2:9]1)C1C=CC=CC=1.[ClH:16].[H][H]. (5) Given the product [Br:1][C:2]1[CH:7]=[CH:6][CH:5]=[CH:4][C:3]=1[C:8]1[CH:13]=[CH:12][CH:11]=[CH:10][C:9]=1[B:14]1[N:19]2[CH:20]=[CH:21][N:17]=[C:18]2[C:22]2[CH:28]=[CH:27][CH:26]=[CH:25][C:23]=2[NH:24]1, predict the reactants needed to synthesize it. The reactants are: [Br:1][C:2]1[CH:7]=[CH:6][CH:5]=[CH:4][C:3]=1[C:8]1[CH:13]=[CH:12][CH:11]=[CH:10][C:9]=1[B:14](O)O.[NH:17]1[CH:21]=[CH:20][N:19]=[C:18]1[C:22]1[CH:28]=[CH:27][CH:26]=[CH:25][C:23]=1[NH2:24]. (6) Given the product [N:28]1([CH2:27][C:23]2[CH:22]=[C:21]([C:5]3[CH:6]=[C:7]4[C:11](=[CH:12][C:4]=3[NH2:1])[N:10]([CH2:13][O:14][CH2:15][CH2:16][Si:17]([CH3:20])([CH3:19])[CH3:18])[N:9]=[CH:8]4)[CH:26]=[CH:25][CH:24]=2)[CH2:33][CH2:32][CH2:31][CH2:30][CH2:29]1, predict the reactants needed to synthesize it. The reactants are: [N+:1]([C:4]1[CH:12]=[C:11]2[C:7]([CH:8]=[N:9][N:10]2[CH2:13][O:14][CH2:15][CH2:16][Si:17]([CH3:20])([CH3:19])[CH3:18])=[CH:6][C:5]=1[C:21]1[CH:26]=[CH:25][CH:24]=[C:23]([CH2:27][N:28]2[CH2:33][CH2:32][CH2:31][CH2:30][CH2:29]2)[CH:22]=1)([O-])=O.